Dataset: Forward reaction prediction with 1.9M reactions from USPTO patents (1976-2016). Task: Predict the product of the given reaction. (1) Given the reactants [OH-].[Na+].C[O:4][C:5](=[O:17])[C:6]1[CH:11]=[C:10]([OH:12])[CH:9]=[C:8]([O:13][CH:14]([CH3:16])[CH3:15])[CH:7]=1, predict the reaction product. The product is: [OH:12][C:10]1[CH:9]=[C:8]([O:13][CH:14]([CH3:16])[CH3:15])[CH:7]=[C:6]([CH:11]=1)[C:5]([OH:17])=[O:4]. (2) Given the reactants [F:1][C:2]1[CH:3]=[C:4]([C:9](=O)[C:10]([C:12]2[CH:17]=[C:16]([F:18])[C:15]([F:19])=[C:14]([F:20])[CH:13]=2)=O)[CH:5]=[C:6]([F:8])[CH:7]=1.[F:22][C:23]([F:40])([F:39])[C:24]1[C:25]([N:30]2[CH2:35][CH2:34][N:33]([C:36]([NH2:38])=[NH:37])[CH2:32][CH2:31]2)=[N:26][CH:27]=[CH:28][CH:29]=1, predict the reaction product. The product is: [F:1][C:2]1[CH:3]=[C:4]([C:9]2[NH:38][C:36]([N:33]3[CH2:34][CH2:35][N:30]([C:25]4[C:24]([C:23]([F:40])([F:39])[F:22])=[CH:29][CH:28]=[CH:27][N:26]=4)[CH2:31][CH2:32]3)=[N:37][C:10]=2[C:12]2[CH:17]=[C:16]([F:18])[C:15]([F:19])=[C:14]([F:20])[CH:13]=2)[CH:5]=[C:6]([F:8])[CH:7]=1. (3) Given the reactants Br[C:2]1[CH:3]=[C:4]([CH:16]=[C:17]([C:19]2[CH:24]=[CH:23][C:22]([CH3:25])=[CH:21][N:20]=2)[CH:18]=1)[C:5]([NH:7][CH2:8][C:9]1[CH:10]=[N:11][C:12]([CH3:15])=[CH:13][CH:14]=1)=[O:6].[CH3:26][O:27][C:28]1[CH:33]=[CH:32][CH:31]=[CH:30][C:29]=1B(O)O.C(=O)([O-])[O-].[Cs+].[Cs+].O.CN(C)C=O, predict the reaction product. The product is: [CH3:15][C:12]1[N:11]=[CH:10][C:9]([CH2:8][NH:7][C:5]([C:4]2[CH:3]=[C:2]([C:29]3[CH:30]=[CH:31][CH:32]=[CH:33][C:28]=3[O:27][CH3:26])[CH:18]=[C:17]([C:19]3[CH:24]=[CH:23][C:22]([CH3:25])=[CH:21][N:20]=3)[CH:16]=2)=[O:6])=[CH:14][CH:13]=1. (4) Given the reactants [CH2:1]([N:8]([CH3:30])[C:9]1[C:17]2[S:16][C:15]([NH:18][C:19](=[O:27])[C:20]3[CH:25]=[CH:24][N:23]=[C:22](Br)[CH:21]=3)=[N:14][C:13]=2[C:12]([O:28][CH3:29])=[CH:11][CH:10]=1)[C:2]1[CH:7]=[CH:6][CH:5]=[CH:4][CH:3]=1.[NH:31]1[CH2:36][CH2:35][O:34][CH2:33][CH2:32]1.C(=O)([O-])[O-].[Cs+].[Cs+], predict the reaction product. The product is: [CH2:1]([N:8]([CH3:30])[C:9]1[C:17]2[S:16][C:15]([NH:18][C:19](=[O:27])[C:20]3[CH:25]=[CH:24][N:23]=[C:22]([N:31]4[CH2:36][CH2:35][O:34][CH2:33][CH2:32]4)[CH:21]=3)=[N:14][C:13]=2[C:12]([O:28][CH3:29])=[CH:11][CH:10]=1)[C:2]1[CH:7]=[CH:6][CH:5]=[CH:4][CH:3]=1. (5) Given the reactants [CH3:1][N:2]([CH3:21])[CH:3]([C:5]1[CH:14]=[C:13]2[C:8]([C:9]3[CH:19]=[CH:18][CH:17]=[CH:16][C:10]=3[C:11](=[O:15])[O:12]2)=[C:7]([OH:20])[CH:6]=1)[CH3:4].[C:22](Cl)(=[O:24])[NH2:23].[C:26]([O-])(O)=O.[Na+].[CH3:31][C:32](C)=O, predict the reaction product. The product is: [CH2:31]([N:23]([CH3:26])[C:22](=[O:24])[O:20][C:7]1[CH:6]=[C:5]([CH:3]([N:2]([CH3:1])[CH3:21])[CH3:4])[CH:14]=[C:13]2[C:8]=1[C:9]1[CH:19]=[CH:18][CH:17]=[CH:16][C:10]=1[C:11](=[O:15])[O:12]2)[CH3:32]. (6) Given the reactants [C:1]([O:5][C:6]([N:8]1[CH2:13][CH2:12][CH:11]([C:14]2[O:32][C:17]3=[CH:18][N:19]=[C:20]([C:22]4[CH:27]=[CH:26][C:25]([S:28]([CH3:31])(=[O:30])=[O:29])=[CH:24][CH:23]=4)[CH:21]=[C:16]3[CH:15]=2)[CH2:10][CH2:9]1)=[O:7])([CH3:4])([CH3:3])[CH3:2].C(O)(=O)C, predict the reaction product. The product is: [C:1]([O:5][C:6]([N:8]1[CH2:9][CH2:10][CH:11]([CH:14]2[O:32][C:17]3=[CH:18][N:19]=[C:20]([C:22]4[CH:23]=[CH:24][C:25]([S:28]([CH3:31])(=[O:29])=[O:30])=[CH:26][CH:27]=4)[CH:21]=[C:16]3[CH2:15]2)[CH2:12][CH2:13]1)=[O:7])([CH3:4])([CH3:3])[CH3:2]. (7) Given the reactants [N:1]1([CH2:7][CH2:8][C:9]([OH:11])=O)[CH2:6][CH2:5][CH2:4][CH2:3][CH2:2]1.C(Cl)(=O)C(Cl)=O.[NH2:18][C:19]1[N:26]=[C:25]([C:27]2[CH:32]=[CH:31][CH:30]=[CH:29][C:28]=2[O:33][Si:34]([C:37]([CH3:40])([CH3:39])[CH3:38])([CH3:36])[CH3:35])[CH:24]=[C:23]([C:41]2[CH:46]=[CH:45][CH:44]=[C:43]([NH2:47])[CH:42]=2)[C:20]=1[C:21]#[N:22], predict the reaction product. The product is: [NH2:18][C:19]1[C:20]([C:21]#[N:22])=[C:23]([C:41]2[CH:42]=[C:43]([NH:47][C:9](=[O:11])[CH2:8][CH2:7][N:1]3[CH2:2][CH2:3][CH2:4][CH2:5][CH2:6]3)[CH:44]=[CH:45][CH:46]=2)[CH:24]=[C:25]([C:27]2[CH:32]=[CH:31][CH:30]=[CH:29][C:28]=2[O:33][Si:34]([C:37]([CH3:40])([CH3:39])[CH3:38])([CH3:35])[CH3:36])[N:26]=1. (8) Given the reactants [Cl:1][C:2]1[C:7]([O:8][CH3:9])=[CH:6][CH:5]=[CH:4][C:3]=1[CH2:10][CH2:11][C:12](O)=O.C1CCC(N=C=NC2CCCCC2)CC1.[N:30]1[C:34]2[CH:35]=[CH:36][C:37]([C:39]([NH:41][NH2:42])=O)=[CH:38][C:33]=2[NH:32][CH:31]=1.COC1C=CC(P2(SP(C3C=CC(OC)=CC=3)(=S)S2)=[S:52])=CC=1, predict the reaction product. The product is: [Cl:1][C:2]1[C:7]([O:8][CH3:9])=[CH:6][CH:5]=[CH:4][C:3]=1[CH2:10][CH2:11][C:12]1[S:52][C:39]([C:37]2[CH:36]=[CH:35][C:34]3[NH:30][CH:31]=[N:32][C:33]=3[CH:38]=2)=[N:41][N:42]=1. (9) Given the reactants [F:1][C:2]1[CH:10]=[C:9]2[C:5]([C:6]([C:12]3[N:13]=[C:14]4[C:20]([C:21]([OH:23])=O)=[CH:19][NH:18][C:15]4=[N:16][CH:17]=3)=[N:7][N:8]2[CH3:11])=[CH:4][CH:3]=1.[ClH:24].[NH2:25][C:26]1([CH3:38])[CH2:29][CH:28]([NH:30][C:31](=[O:37])[O:32][C:33]([CH3:36])([CH3:35])[CH3:34])[CH2:27]1.CCN=C=NCCCN(C)C.C1C=CC2N(O)N=NC=2C=1.CCN(C(C)C)C(C)C, predict the reaction product. The product is: [ClH:24].[F:1][C:2]1[CH:10]=[C:9]2[C:5]([C:6]([C:12]3[N:13]=[C:14]4[C:20]([C:21]([NH:25][C:26]5([CH3:38])[CH2:29][CH:28]([NH:30][C:31](=[O:37])[O:32][C:33]([CH3:35])([CH3:34])[CH3:36])[CH2:27]5)=[O:23])=[CH:19][NH:18][C:15]4=[N:16][CH:17]=3)=[N:7][N:8]2[CH3:11])=[CH:4][CH:3]=1.